This data is from Forward reaction prediction with 1.9M reactions from USPTO patents (1976-2016). The task is: Predict the product of the given reaction. (1) Given the reactants [O:1]1[CH2:6][CH2:5][N:4]([C:7]2[N:12]=[C:11]([N:13]3[CH2:18][CH2:17][O:16][CH2:15][CH2:14]3)[N:10]=[C:9]([C:19]3[CH:24]=[CH:23][C:22]([NH:25][C:26](=[O:37])[NH:27][C:28]4[CH:36]=[CH:35][C:31]([C:32]([OH:34])=O)=[CH:30][CH:29]=4)=[CH:21][CH:20]=3)[N:8]=2)[CH2:3][CH2:2]1.CCN(C(C)C)C(C)C.CN(C(ON1N=NC2C=CC=CC1=2)=[N+](C)C)C.F[P-](F)(F)(F)(F)F.[CH3:71][N:72]([CH3:77])[CH2:73][CH2:74][NH:75][CH3:76], predict the reaction product. The product is: [CH3:71][N:72]([CH3:77])[CH2:73][CH2:74][N:75]([CH3:76])[C:32](=[O:34])[C:31]1[CH:35]=[CH:36][C:28]([NH:27][C:26]([NH:25][C:22]2[CH:21]=[CH:20][C:19]([C:9]3[N:10]=[C:11]([N:13]4[CH2:14][CH2:15][O:16][CH2:17][CH2:18]4)[N:12]=[C:7]([N:4]4[CH2:5][CH2:6][O:1][CH2:2][CH2:3]4)[N:8]=3)=[CH:24][CH:23]=2)=[O:37])=[CH:29][CH:30]=1. (2) Given the reactants [NH2:1][C:2]1[N:7]=[C:6]([CH3:8])[C:5]([C:9]#[N:10])=[C:4]([O:11][CH2:12][C:13]([O:15][CH3:16])=[O:14])[CH:3]=1.CO.Cl, predict the reaction product. The product is: [NH2:1][C:2]1[N:7]=[C:6]([CH3:8])[C:5]([CH2:9][NH2:10])=[C:4]([O:11][CH2:12][C:13]([O:15][CH3:16])=[O:14])[CH:3]=1. (3) Given the reactants O1[C:6]2C=C[C:9]([CH2:11][NH:12][C:13]3[CH:14]=[C:15]([CH:18]=[CH:19][C:20]=3F)[C:16]#[N:17])=[CH:10][C:5]=2OCC1.NC1C=C(C=CC=1)C#N.[S:31]1C=CC=C1C=O, predict the reaction product. The product is: [S:31]1[CH:6]=[CH:5][CH:10]=[C:9]1[CH2:11][NH:12][C:13]1[CH:14]=[C:15]([CH:18]=[CH:19][CH:20]=1)[C:16]#[N:17]. (4) Given the reactants [CH2:1]([O:8][C:9](=[O:27])[CH2:10][CH2:11][CH2:12][C:13]1[CH:18]=[CH:17][C:16]([N+:19]([O-])=O)=[C:15]([C:22](=[O:26])[N:23]([CH3:25])[CH3:24])[CH:14]=1)[C:2]1[CH:7]=[CH:6][CH:5]=[CH:4][CH:3]=1.O.[Cl-].[NH4+], predict the reaction product. The product is: [CH2:1]([O:8][C:9](=[O:27])[CH2:10][CH2:11][CH2:12][C:13]1[CH:18]=[CH:17][C:16]([NH2:19])=[C:15]([C:22](=[O:26])[N:23]([CH3:24])[CH3:25])[CH:14]=1)[C:2]1[CH:7]=[CH:6][CH:5]=[CH:4][CH:3]=1. (5) Given the reactants C[Si]([N-][Si](C)(C)C)(C)C.[K+].[Cl:11][C:12]1[CH:13]=[CH:14][C:15]2[N:21]([CH3:22])[C:20](=[O:23])[CH2:19][N:18]=[C:17]([C:24]3[CH:29]=[CH:28][CH:27]=[C:26]([O:30][CH3:31])[N:25]=3)[C:16]=2[CH:32]=1.CC(C1C=C(C(C)C)C(S([N:48]=[N+:49]=[N-:50])(=O)=O)=C(C(C)C)C=1)C.C(O)(=O)C, predict the reaction product. The product is: [N:48]([CH:19]1[N:18]=[C:17]([C:24]2[CH:29]=[CH:28][CH:27]=[C:26]([O:30][CH3:31])[N:25]=2)[C:16]2[CH:32]=[C:12]([Cl:11])[CH:13]=[CH:14][C:15]=2[N:21]([CH3:22])[C:20]1=[O:23])=[N+:49]=[N-:50]. (6) Given the reactants I[C:2]1[CH:21]=[CH:20][C:5]2[N:6]=[C:7]([C:12]3[CH:13]=[C:14]([CH:17]=[CH:18][CH:19]=3)[C:15]#[N:16])[CH2:8][C:9](=[O:11])[NH:10][C:4]=2[CH:3]=1.[C:22]([C:24]1[S:25][CH:26]=[CH:27][CH:28]=1)#[CH:23].S1C=CC=C1C=O, predict the reaction product. The product is: [O:11]=[C:9]1[CH2:8][C:7]([C:12]2[CH:13]=[C:14]([CH:17]=[CH:18][CH:19]=2)[C:15]#[N:16])=[N:6][C:5]2[CH:20]=[CH:21][C:2]([C:23]#[C:22][C:24]3[S:25][CH:26]=[CH:27][CH:28]=3)=[CH:3][C:4]=2[NH:10]1. (7) Given the reactants [C:1]([O:5][C:6](=[O:33])[N:7]([C:9]([C:25]1[CH:30]=[CH:29][C:28]([Cl:31])=[C:27]([Cl:32])[CH:26]=1)([CH2:15][N:16]([CH3:24])[C:17](=[O:23])[CH2:18][C:19]([F:22])([F:21])[F:20])[CH2:10][CH:11]([OH:14])CO)[CH3:8])([CH3:4])([CH3:3])[CH3:2].I([O-])(=O)(=O)=O.[Na+], predict the reaction product. The product is: [C:1]([O:5][C:6](=[O:33])[N:7]([C:9]([C:25]1[CH:30]=[CH:29][C:28]([Cl:31])=[C:27]([Cl:32])[CH:26]=1)([CH2:15][N:16]([CH3:24])[C:17](=[O:23])[CH2:18][C:19]([F:20])([F:21])[F:22])[CH2:10][CH:11]=[O:14])[CH3:8])([CH3:4])([CH3:2])[CH3:3].